From a dataset of NCI-60 drug combinations with 297,098 pairs across 59 cell lines. Regression. Given two drug SMILES strings and cell line genomic features, predict the synergy score measuring deviation from expected non-interaction effect. (1) Drug 1: CC1C(C(=O)NC(C(=O)N2CCCC2C(=O)N(CC(=O)N(C(C(=O)O1)C(C)C)C)C)C(C)C)NC(=O)C3=C4C(=C(C=C3)C)OC5=C(C(=O)C(=C(C5=N4)C(=O)NC6C(OC(=O)C(N(C(=O)CN(C(=O)C7CCCN7C(=O)C(NC6=O)C(C)C)C)C)C(C)C)C)N)C. Drug 2: COC1=C2C(=CC3=C1OC=C3)C=CC(=O)O2. Cell line: M14. Synergy scores: CSS=0.0360, Synergy_ZIP=-1.83, Synergy_Bliss=-1.12, Synergy_Loewe=-11.4, Synergy_HSA=-5.24. (2) Drug 2: CC1C(C(=O)NC(C(=O)N2CCCC2C(=O)N(CC(=O)N(C(C(=O)O1)C(C)C)C)C)C(C)C)NC(=O)C3=C4C(=C(C=C3)C)OC5=C(C(=O)C(=C(C5=N4)C(=O)NC6C(OC(=O)C(N(C(=O)CN(C(=O)C7CCCN7C(=O)C(NC6=O)C(C)C)C)C)C(C)C)C)N)C. Synergy scores: CSS=56.0, Synergy_ZIP=33.5, Synergy_Bliss=33.3, Synergy_Loewe=31.2, Synergy_HSA=33.1. Drug 1: CCCS(=O)(=O)NC1=C(C(=C(C=C1)F)C(=O)C2=CNC3=C2C=C(C=N3)C4=CC=C(C=C4)Cl)F. Cell line: 786-0. (3) Drug 1: C1=CC(=C2C(=C1NCCNCCO)C(=O)C3=C(C=CC(=C3C2=O)O)O)NCCNCCO. Drug 2: COCCOC1=C(C=C2C(=C1)C(=NC=N2)NC3=CC=CC(=C3)C#C)OCCOC.Cl. Cell line: UO-31. Synergy scores: CSS=34.1, Synergy_ZIP=-5.01, Synergy_Bliss=0.0991, Synergy_Loewe=2.97, Synergy_HSA=6.59. (4) Drug 1: CN1CCC(CC1)COC2=C(C=C3C(=C2)N=CN=C3NC4=C(C=C(C=C4)Br)F)OC. Drug 2: CC1=C2C(C(=O)C3(C(CC4C(C3C(C(C2(C)C)(CC1OC(=O)C(C(C5=CC=CC=C5)NC(=O)OC(C)(C)C)O)O)OC(=O)C6=CC=CC=C6)(CO4)OC(=O)C)OC)C)OC. Cell line: SNB-75. Synergy scores: CSS=33.3, Synergy_ZIP=1.22, Synergy_Bliss=4.59, Synergy_Loewe=-15.0, Synergy_HSA=6.50. (5) Drug 1: C1=C(C(=O)NC(=O)N1)N(CCCl)CCCl. Drug 2: C(CC(=O)O)C(=O)CN.Cl. Cell line: MOLT-4. Synergy scores: CSS=45.4, Synergy_ZIP=-8.77, Synergy_Bliss=-13.3, Synergy_Loewe=-17.8, Synergy_HSA=-11.0. (6) Drug 1: C1CCC(C1)C(CC#N)N2C=C(C=N2)C3=C4C=CNC4=NC=N3. Drug 2: C1C(C(OC1N2C=NC3=C(N=C(N=C32)Cl)N)CO)O. Cell line: HT29. Synergy scores: CSS=3.09, Synergy_ZIP=-1.32, Synergy_Bliss=0.559, Synergy_Loewe=-20.9, Synergy_HSA=-4.27. (7) Drug 1: CC(C)NC(=O)C1=CC=C(C=C1)CNNC.Cl. Drug 2: C(CN)CNCCSP(=O)(O)O. Cell line: RPMI-8226. Synergy scores: CSS=-8.23, Synergy_ZIP=5.70, Synergy_Bliss=7.22, Synergy_Loewe=-37.1, Synergy_HSA=-2.94. (8) Drug 1: CC12CCC3C(C1CCC2=O)CC(=C)C4=CC(=O)C=CC34C. Drug 2: C1=NC2=C(N1)C(=S)N=C(N2)N. Cell line: NCI-H522. Synergy scores: CSS=46.8, Synergy_ZIP=-3.63, Synergy_Bliss=0.322, Synergy_Loewe=-9.25, Synergy_HSA=2.75.